The task is: Regression. Given two drug SMILES strings and cell line genomic features, predict the synergy score measuring deviation from expected non-interaction effect.. This data is from NCI-60 drug combinations with 297,098 pairs across 59 cell lines. (1) Drug 1: C1=CC(=C2C(=C1NCCNCCO)C(=O)C3=C(C=CC(=C3C2=O)O)O)NCCNCCO. Drug 2: CC1=C2C(C(=O)C3(C(CC4C(C3C(C(C2(C)C)(CC1OC(=O)C(C(C5=CC=CC=C5)NC(=O)C6=CC=CC=C6)O)O)OC(=O)C7=CC=CC=C7)(CO4)OC(=O)C)O)C)OC(=O)C. Cell line: NCI-H460. Synergy scores: CSS=68.0, Synergy_ZIP=-0.424, Synergy_Bliss=-1.96, Synergy_Loewe=-0.559, Synergy_HSA=3.13. (2) Drug 1: CCCS(=O)(=O)NC1=C(C(=C(C=C1)F)C(=O)C2=CNC3=C2C=C(C=N3)C4=CC=C(C=C4)Cl)F. Drug 2: C1CC(=O)NC(=O)C1N2C(=O)C3=CC=CC=C3C2=O. Cell line: COLO 205. Synergy scores: CSS=33.8, Synergy_ZIP=1.59, Synergy_Bliss=2.90, Synergy_Loewe=-20.6, Synergy_HSA=1.91. (3) Cell line: OVCAR-5. Drug 1: CC1CCC2CC(C(=CC=CC=CC(CC(C(=O)C(C(C(=CC(C(=O)CC(OC(=O)C3CCCCN3C(=O)C(=O)C1(O2)O)C(C)CC4CCC(C(C4)OC)O)C)C)O)OC)C)C)C)OC. Drug 2: C1CC(=O)NC(=O)C1N2C(=O)C3=CC=CC=C3C2=O. Synergy scores: CSS=22.1, Synergy_ZIP=-5.55, Synergy_Bliss=0.704, Synergy_Loewe=-19.7, Synergy_HSA=0.249. (4) Drug 1: C1C(C(OC1N2C=C(C(=O)NC2=O)F)CO)O. Drug 2: C(CC(=O)O)C(=O)CN.Cl. Cell line: A549. Synergy scores: CSS=42.5, Synergy_ZIP=-3.04, Synergy_Bliss=-2.35, Synergy_Loewe=-9.17, Synergy_HSA=-0.255. (5) Synergy scores: CSS=0.764, Synergy_ZIP=1.53, Synergy_Bliss=2.07, Synergy_Loewe=0.194, Synergy_HSA=-1.47. Drug 2: C1CNP(=O)(OC1)N(CCCl)CCCl. Cell line: MALME-3M. Drug 1: CCC1(CC2CC(C3=C(CCN(C2)C1)C4=CC=CC=C4N3)(C5=C(C=C6C(=C5)C78CCN9C7C(C=CC9)(C(C(C8N6C=O)(C(=O)OC)O)OC(=O)C)CC)OC)C(=O)OC)O.OS(=O)(=O)O. (6) Drug 1: CC1=C2C(C(=O)C3(C(CC4C(C3C(C(C2(C)C)(CC1OC(=O)C(C(C5=CC=CC=C5)NC(=O)C6=CC=CC=C6)O)O)OC(=O)C7=CC=CC=C7)(CO4)OC(=O)C)O)C)OC(=O)C. Drug 2: CC12CCC3C(C1CCC2OP(=O)(O)O)CCC4=C3C=CC(=C4)OC(=O)N(CCCl)CCCl.[Na+]. Cell line: UACC-257. Synergy scores: CSS=40.3, Synergy_ZIP=3.68, Synergy_Bliss=7.29, Synergy_Loewe=-6.24, Synergy_HSA=9.18.